From a dataset of Reaction yield outcomes from USPTO patents with 853,638 reactions. Predict the reaction yield, written as a fraction of the theoretical maximum amount of product (1.0 means a 100% yield; for example, 0.34 means a 34% yield). (1) The reactants are [OH-].[Li+].[NH:3]1[CH:7]=[C:6]([CH2:8][CH2:9][C:10]([NH:12][C@H:13]([CH2:18][C:19]2[CH:24]=[CH:23][C:22]([O:25][CH3:26])=[CH:21][CH:20]=2)[C:14]([O:16]C)=[O:15])=[O:11])[N:5]=[CH:4]1. The catalyst is C1COCC1. The product is [NH:3]1[CH:7]=[C:6]([CH2:8][CH2:9][C:10]([NH:12][C@H:13]([CH2:18][C:19]2[CH:24]=[CH:23][C:22]([O:25][CH3:26])=[CH:21][CH:20]=2)[C:14]([OH:16])=[O:15])=[O:11])[N:5]=[CH:4]1. The yield is 0.790. (2) The reactants are Cl.[F:2][C:3]1[CH:8]=[C:7]([Br:9])[CH:6]=[CH:5][C:4]=1[O:10]N.O=[C:13]1[CH2:18][CH2:17][N:16]([C:19]([O:21][C:22]([CH3:25])([CH3:24])[CH3:23])=[O:20])[CH2:15][CH2:14]1. No catalyst specified. The product is [F:2][C:3]1[C:4]2[O:10][C:13]3[CH2:18][CH2:17][N:16]([C:19]([O:21][C:22]([CH3:25])([CH3:24])[CH3:23])=[O:20])[CH2:15][C:14]=3[C:5]=2[CH:6]=[C:7]([Br:9])[CH:8]=1. The yield is 0.140. (3) The reactants are [CH2:1]([N:8]1[CH2:13][CH2:12][C:11]([C:22]2[CH:27]=[CH:26][C:25](OS(C(F)(F)F)(=O)=O)=[CH:24][CH:23]=2)([C:14]2[CH:19]=[CH:18][CH:17]=[C:16]([O:20][CH3:21])[CH:15]=2)[CH2:10][CH2:9]1)[C:2]1[CH:7]=[CH:6][CH:5]=[CH:4][CH:3]=1.[CH3:36][N:37](C=O)C. The catalyst is C(OCC)C.[C-]#N.[Zn+2].[C-]#N. The product is [CH2:1]([N:8]1[CH2:13][CH2:12][C:11]([C:22]2[CH:27]=[CH:26][C:25]([C:36]#[N:37])=[CH:24][CH:23]=2)([C:14]2[CH:19]=[CH:18][CH:17]=[C:16]([O:20][CH3:21])[CH:15]=2)[CH2:10][CH2:9]1)[C:2]1[CH:3]=[CH:4][CH:5]=[CH:6][CH:7]=1. The yield is 0.920. (4) The reactants are [CH:1]([N:14]1[CH2:17][CH:16]([OH:18])[CH2:15]1)([C:8]1[CH:13]=[CH:12][CH:11]=[CH:10][CH:9]=1)[C:2]1[CH:7]=[CH:6][CH:5]=[CH:4][CH:3]=1.C1(C)C=CC(S(O)(=O)=O)=CC=1.[Cl:30][C:31]1[CH:45]=[CH:44][C:34]([CH:35](O)[C:36]2[CH:41]=[CH:40][C:39]([Cl:42])=[CH:38][CH:37]=2)=[CH:33][CH:32]=1. The catalyst is C1(C)C=CC=CC=1. The product is [CH:1]([N:14]1[CH2:17][CH:16]([O:18][CH:35]([C:34]2[CH:44]=[CH:45][C:31]([Cl:30])=[CH:32][CH:33]=2)[C:36]2[CH:37]=[CH:38][C:39]([Cl:42])=[CH:40][CH:41]=2)[CH2:15]1)([C:8]1[CH:13]=[CH:12][CH:11]=[CH:10][CH:9]=1)[C:2]1[CH:3]=[CH:4][CH:5]=[CH:6][CH:7]=1. The yield is 0.400.